This data is from Full USPTO retrosynthesis dataset with 1.9M reactions from patents (1976-2016). The task is: Predict the reactants needed to synthesize the given product. (1) The reactants are: [CH3:1][O:2][C:3](=[O:37])[NH:4][CH:5]1[CH2:14][C:13]2[C:8](=[CH:9][CH:10]=[CH:11][CH:12]=2)[N:7]([C:15](=[O:36])[CH2:16][C:17]([CH3:35])([CH3:34])[CH2:18][C@H:19]([NH:26][C:27]([O:29][C:30]([CH3:33])([CH3:32])[CH3:31])=[O:28])[C@@H:20]([OH:25])[CH2:21][N:22]=[N+]=[N-])[CH2:6]1. Given the product [CH3:1][O:2][C:3](=[O:37])[NH:4][CH:5]1[CH2:14][C:13]2[C:8](=[CH:9][CH:10]=[CH:11][CH:12]=2)[N:7]([C:15](=[O:36])[CH2:16][C:17]([CH3:35])([CH3:34])[CH2:18][C@H:19]([NH:26][C:27]([O:29][C:30]([CH3:31])([CH3:33])[CH3:32])=[O:28])[C@@H:20]([OH:25])[CH2:21][NH2:22])[CH2:6]1, predict the reactants needed to synthesize it. (2) The reactants are: [CH2:1]([O:3][C:4](=[O:25])[C:5]1[CH:10]=[CH:9][C:8]([O:11][CH3:12])=[C:7]([S:13][C:14]2[C:22]3[C:17](=[CH:18][C:19]([Cl:23])=[CH:20][CH:21]=3)[NH:16][C:15]=2[CH3:24])[CH:6]=1)[CH3:2].Br[C:27]1[CH:28]=[N:29][N:30]([CH3:32])[CH:31]=1. Given the product [CH2:1]([O:3][C:4](=[O:25])[C:5]1[CH:10]=[CH:9][C:8]([O:11][CH3:12])=[C:7]([S:13][C:14]2[C:22]3[C:17](=[CH:18][C:19]([Cl:23])=[CH:20][CH:21]=3)[N:16]([C:27]3[CH:28]=[N:29][N:30]([CH3:32])[CH:31]=3)[C:15]=2[CH3:24])[CH:6]=1)[CH3:2], predict the reactants needed to synthesize it. (3) Given the product [Cl:1][C:2]1[CH:3]=[C:4]([C:9]([CH3:26])([CH2:13][CH2:14][N:15]2[CH2:16][CH2:17][CH:18]([NH:21][S:22]([CH3:25])(=[O:23])=[O:24])[CH2:19][CH2:20]2)[C:10]([N:33]([CH2:32][C:31]2[CH:35]=[CH:36][C:37]([O:38][CH3:39])=[C:29]([F:28])[CH:30]=2)[CH3:34])=[O:11])[CH:5]=[CH:6][C:7]=1[Cl:8], predict the reactants needed to synthesize it. The reactants are: [Cl:1][C:2]1[CH:3]=[C:4]([C:9]([CH3:26])([CH2:13][CH2:14][N:15]2[CH2:20][CH2:19][CH:18]([NH:21][S:22]([CH3:25])(=[O:24])=[O:23])[CH2:17][CH2:16]2)[C:10](O)=[O:11])[CH:5]=[CH:6][C:7]=1[Cl:8].Cl.[F:28][C:29]1[CH:30]=[C:31]([CH:35]=[CH:36][C:37]=1[O:38][CH3:39])[CH2:32][NH:33][CH3:34].CN(C(ON1N=NC2C=CC=CC1=2)=[N+](C)C)C.[B-](F)(F)(F)F.CN(C=O)C.CCN(C(C)C)C(C)C. (4) Given the product [CH2:1]([O:5][C:6]1[CH:28]=[CH:27][C:9]([C:10]([N:12]2[C:20]3[C:15](=[C:16]([CH2:21][CH2:22][C:23]([OH:25])=[O:24])[CH:17]=[CH:18][CH:19]=3)[CH:14]=[C:13]2[CH3:26])=[O:11])=[CH:8][CH:7]=1)[CH2:2][CH2:3][CH3:4], predict the reactants needed to synthesize it. The reactants are: [CH2:1]([O:5][C:6]1[CH:28]=[CH:27][C:9]([C:10]([N:12]2[C:20]3[C:15](=[C:16]([CH:21]=[CH:22][C:23]([OH:25])=[O:24])[CH:17]=[CH:18][CH:19]=3)[CH:14]=[C:13]2[CH3:26])=[O:11])=[CH:8][CH:7]=1)[CH2:2][CH2:3][CH3:4].[H][H]. (5) Given the product [F:1][C:2]1[CH:7]=[CH:6][C:5]([NH:8][C:9]2[CH:14]=[CH:13][N:12]=[C:11]([NH:15][C:16]3[CH:17]=[CH:18][C:19]([S:22]([N:25]([CH3:32])[CH:26]4[CH2:31][CH2:30][N:29]([CH2:40][C:38]5[CH:37]=[N:36][N:35]([CH3:34])[CH:39]=5)[CH2:28][CH2:27]4)(=[O:23])=[O:24])=[CH:20][CH:21]=3)[N:10]=2)=[CH:4][C:3]=1[CH3:33], predict the reactants needed to synthesize it. The reactants are: [F:1][C:2]1[CH:7]=[CH:6][C:5]([NH:8][C:9]2[CH:14]=[CH:13][N:12]=[C:11]([NH:15][C:16]3[CH:21]=[CH:20][C:19]([S:22]([N:25]([CH3:32])[CH:26]4[CH2:31][CH2:30][NH:29][CH2:28][CH2:27]4)(=[O:24])=[O:23])=[CH:18][CH:17]=3)[N:10]=2)=[CH:4][C:3]=1[CH3:33].[CH3:34][N:35]1[CH:39]=[C:38]([CH:40]=O)[CH:37]=[N:36]1. (6) Given the product [CH3:13][N:12]1[C:8]([C:6]2[C:5]([F:15])=[CH:4][N:3]=[C:2]([NH:16][C:17]3[CH:18]=[CH:19][C:20]([C:23]([C:25]4[CH:26]=[CH:27][CH:28]=[CH:29][CH:30]=4)=[O:24])=[CH:21][CH:22]=3)[N:7]=2)=[CH:9][N:10]=[C:11]1[CH3:14], predict the reactants needed to synthesize it. The reactants are: Cl[C:2]1[N:7]=[C:6]([C:8]2[N:12]([CH3:13])[C:11]([CH3:14])=[N:10][CH:9]=2)[C:5]([F:15])=[CH:4][N:3]=1.[NH2:16][C:17]1[CH:22]=[CH:21][C:20]([C:23]([C:25]2[CH:30]=[CH:29][CH:28]=[CH:27][CH:26]=2)=[O:24])=[CH:19][CH:18]=1.